Dataset: Full USPTO retrosynthesis dataset with 1.9M reactions from patents (1976-2016). Task: Predict the reactants needed to synthesize the given product. (1) The reactants are: C[O:2][C:3](=[O:33])[CH2:4][C:5]1[CH:10]=[CH:9][C:8]([C:11]#[C:12][C:13]2[CH:22]=[C:21]([O:23][CH3:24])[C:20]3[CH:19]([N:25]([CH:27]4[CH2:29][CH2:28]4)[CH3:26])[CH2:18][CH2:17][C:16]([CH3:31])([CH3:30])[C:15]=3[CH:14]=2)=[CH:7][C:6]=1[F:32].[OH-].[Li+]. Given the product [CH:27]1([N:25]([CH3:26])[CH:19]2[CH2:18][CH2:17][C:16]([CH3:30])([CH3:31])[C:15]3[CH:14]=[C:13]([C:12]#[C:11][C:8]4[CH:9]=[CH:10][C:5]([CH2:4][C:3]([OH:33])=[O:2])=[C:6]([F:32])[CH:7]=4)[CH:22]=[C:21]([O:23][CH3:24])[C:20]2=3)[CH2:28][CH2:29]1, predict the reactants needed to synthesize it. (2) Given the product [Cl:1][C:2]1[CH:36]=[CH:35][C:5]([CH2:6][N:7]2[C:15]3[C:10](=[N:11][C:41]([C:40]([OH:37])=[O:42])=[N:13][C:14]=3[NH:16][C@@H:17]([CH:19]3[CH2:21][CH2:20]3)[CH3:18])[N:9]=[C:8]2[C:24]2[CH:29]=[C:28]([CH3:30])[CH:27]=[CH:26][C:25]=2[O:31][CH2:32][CH2:33][OH:34])=[CH:4][CH:3]=1, predict the reactants needed to synthesize it. The reactants are: [Cl:1][C:2]1[CH:36]=[CH:35][C:5]([CH2:6][N:7]2[C:15]3[C:10](=[N:11]C(C#N)=[N:13][C:14]=3[NH:16][C@@H:17]([CH:19]3[CH2:21][CH2:20]3)[CH3:18])[N:9]=[C:8]2[C:24]2[CH:29]=[C:28]([CH3:30])[CH:27]=[CH:26][C:25]=2[O:31][CH2:32][CH2:33][OH:34])=[CH:4][CH:3]=1.[OH-:37].[Na+].Cl.[CH2:40]([OH:42])[CH3:41].